This data is from Forward reaction prediction with 1.9M reactions from USPTO patents (1976-2016). The task is: Predict the product of the given reaction. (1) Given the reactants Br[C:2]1[C:10]2[O:9][CH:8]=[CH:7][C:6]=2[C:5]([O:11][CH3:12])=[CH:4][CH:3]=1.[CH3:13][N:14](C=O)C, predict the reaction product. The product is: [CH3:12][O:11][C:5]1[C:6]2[CH:7]=[CH:8][O:9][C:10]=2[C:2]([C:13]#[N:14])=[CH:3][CH:4]=1. (2) Given the reactants [CH2:1]([O:3][C:4]([CH:6]1[CH2:8][C:7]1([C@@H:20]1[C@:28]2([CH3:29])[C@H:23]([C@@H:24]([O:30][Si:31]([C:34]([CH3:37])([CH3:36])[CH3:35])([CH3:33])[CH3:32])[CH2:25][CH2:26][CH2:27]2)[CH2:22][CH2:21]1)[CH2:9][CH2:10][CH2:11][C:12]([CH3:19])([O:14][Si](C)(C)C)[CH3:13])=[O:5])[CH3:2].[F-].C([N+](CCCC)(CCCC)CCCC)CCC.C(OCC)(=O)C, predict the reaction product. The product is: [CH2:1]([O:3][C:4]([CH:6]1[CH2:8][C:7]1([C@@H:20]1[C@:28]2([CH3:29])[C@H:23]([C@@H:24]([O:30][Si:31]([C:34]([CH3:35])([CH3:37])[CH3:36])([CH3:32])[CH3:33])[CH2:25][CH2:26][CH2:27]2)[CH2:22][CH2:21]1)[CH2:9][CH2:10][CH2:11][C:12]([OH:14])([CH3:19])[CH3:13])=[O:5])[CH3:2].